This data is from Reaction yield outcomes from USPTO patents with 853,638 reactions. The task is: Predict the reaction yield, written as a fraction of the theoretical maximum amount of product (1.0 means a 100% yield; for example, 0.34 means a 34% yield). (1) The reactants are Cl[C:2]1[C:7]2[N:8]=[C:9]([NH:12][C:13]3[CH:18]=[CH:17][C:16]([C:19]4[CH:20]=[N:21][N:22]([CH3:24])[CH:23]=4)=[CH:15][C:14]=3[O:25][CH2:26][CH3:27])[N:10]=[CH:11][C:6]=2[CH:5]=[CH:4][N:3]=1.[NH2:28][CH:29]1[CH2:34][CH2:33][O:32][CH2:31][CH2:30]1. No catalyst specified. The product is [CH2:26]([O:25][C:14]1[CH:15]=[C:16]([C:19]2[CH:20]=[N:21][N:22]([CH3:24])[CH:23]=2)[CH:17]=[CH:18][C:13]=1[NH:12][C:9]1[N:10]=[CH:11][C:6]2[CH:5]=[CH:4][N:3]=[C:2]([NH:28][CH:29]3[CH2:34][CH2:33][O:32][CH2:31][CH2:30]3)[C:7]=2[N:8]=1)[CH3:27]. The yield is 0.0900. (2) The reactants are C([O:4][C:5]1[CH:10]=[C:9]([F:11])[C:8]([F:12])=[CH:7][C:6]=1[C:13](Cl)=[O:14])(=O)C.[NH2:16][C:17]1[CH:26]=[CH:25][C:20]([C:21]([O:23][CH3:24])=[O:22])=[CH:19][CH:18]=1. No catalyst specified. The product is [F:11][C:9]1[C:8]([F:12])=[CH:7][C:6]([C:13]([NH:16][C:17]2[CH:18]=[CH:19][C:20]([C:21]([O:23][CH3:24])=[O:22])=[CH:25][CH:26]=2)=[O:14])=[C:5]([OH:4])[CH:10]=1. The yield is 0.640. (3) The reactants are Br[C:2]1[CH:3]=[C:4]2[C:8](=[CH:9][CH:10]=1)[NH:7][C:6](=[O:11])[C:5]12[CH2:16][CH2:15][CH2:14][CH2:13][CH2:12]1.B([C:20]1[N:21]([C:25]([O:27][C:28]([CH3:31])([CH3:30])[CH3:29])=[O:26])[CH:22]=[CH:23][CH:24]=1)(O)O.C([O-])([O-])=O.[K+].[K+]. The catalyst is O. The product is [O:11]=[C:6]1[C:5]2([CH2:16][CH2:15][CH2:14][CH2:13][CH2:12]2)[C:4]2[C:8](=[CH:9][CH:10]=[C:2]([C:20]3[N:21]([C:25]([O:27][C:28]([CH3:31])([CH3:30])[CH3:29])=[O:26])[CH:22]=[CH:23][CH:24]=3)[CH:3]=2)[NH:7]1. The yield is 0.760. (4) No catalyst specified. The yield is 1.06. The reactants are Cl[C:2]1[CH:3]=[CH:4][C:5]([N+:15]([O-:17])=[O:16])=[C:6]([N:8]2[CH2:13][CH2:12][CH:11]([CH3:14])[CH2:10][CH2:9]2)[CH:7]=1.[NH:18]1[CH2:23][CH2:22][O:21][CH2:20][CH2:19]1. The product is [CH3:14][CH:11]1[CH2:12][CH2:13][N:8]([C:6]2[CH:7]=[C:2]([N:18]3[CH2:23][CH2:22][O:21][CH2:20][CH2:19]3)[CH:3]=[CH:4][C:5]=2[N+:15]([O-:17])=[O:16])[CH2:9][CH2:10]1. (5) The reactants are [C:1]([N:4]1[C:12]2[C:7](=[CH:8][CH:9]=[C:10]([N+:13]([O-])=O)[CH:11]=2)[CH2:6][CH2:5]1)(=[O:3])[CH3:2]. The catalyst is CCOC(C)=O.[Pd]. The product is [C:1]([N:4]1[C:12]2[C:7](=[CH:8][CH:9]=[C:10]([NH2:13])[CH:11]=2)[CH2:6][CH2:5]1)(=[O:3])[CH3:2]. The yield is 0.990. (6) The reactants are [NH:1]1[C:5]2=[N:6][CH:7]=[CH:8][CH:9]=[C:4]2[C:3]([CH:10]([C:12]2[CH:13]=[N:14][C:15]([NH:18][CH2:19][C:20]3[CH:25]=[CH:24][C:23]([C:26]([F:29])([F:28])[F:27])=[CH:22][CH:21]=3)=[CH:16][CH:17]=2)O)=[CH:2]1.FC(F)(F)C(O)=O.C([SiH](CC)CC)C.C(=O)(O)[O-].[Na+]. No catalyst specified. The product is [NH:1]1[C:5]2=[N:6][CH:7]=[CH:8][CH:9]=[C:4]2[C:3]([CH2:10][C:12]2[CH:17]=[CH:16][C:15]([NH:18][CH2:19][C:20]3[CH:25]=[CH:24][C:23]([C:26]([F:27])([F:29])[F:28])=[CH:22][CH:21]=3)=[N:14][CH:13]=2)=[CH:2]1. The yield is 0.628. (7) The reactants are [CH:1]1([C:6]#[CH:7])[CH2:5][CH2:4][CH2:3][CH2:2]1.C([Li])CCC.C1(O[C:20]#[N:21])C=CC=CC=1.[OH-].[Na+]. The catalyst is C1COCC1.CCCCCC. The product is [CH:1]1([C:6]#[C:7][C:20]#[N:21])[CH2:5][CH2:4][CH2:3][CH2:2]1. The yield is 0.950. (8) The reactants are [Cl:1][C:2]1[C:3]2[N:4]([C:8]([C@H:11]3[CH2:20][N:19]4[C@H:14]([CH2:15][O:16][C@H:17]([CH3:22])[C:18]4=[O:21])[CH2:13][CH2:12]3)=[N:9][CH:10]=2)[CH:5]=[CH:6][N:7]=1.C1C(=O)N([Br:30])C(=O)C1. The catalyst is CN(C=O)C. The product is [Br:30][C:10]1[N:9]=[C:8]([C@H:11]2[CH2:20][N:19]3[C@H:14]([CH2:15][O:16][C@H:17]([CH3:22])[C:18]3=[O:21])[CH2:13][CH2:12]2)[N:4]2[CH:5]=[CH:6][N:7]=[C:2]([Cl:1])[C:3]=12. The yield is 0.860.